Predict which catalyst facilitates the given reaction. From a dataset of Catalyst prediction with 721,799 reactions and 888 catalyst types from USPTO. (1) Reactant: [NH2:1][C:2]1[C:3](Br)=[N:4][CH:5]=[CH:6][CH:7]=1.C(O[C:12]([S-:14])=[S:13])C.[K+].CN(C)C=O.Cl. Product: [N:1]1[C:2]2[C:3](=[N:4][CH:5]=[CH:6][CH:7]=2)[S:13][C:12]=1[SH:14]. The catalyst class is: 6. (2) Reactant: Br[C:2]1[O:3][C:4]2[CH:10]=[CH:9][C:8]([CH2:11][C:12]([O:14][CH3:15])=[O:13])=[CH:7][C:5]=2[CH:6]=1.C([Mg]Cl)(C)C.[CH3:21][C:22]1[C:26]([CH:27]=[O:28])=[C:25]([CH3:29])[O:24][N:23]=1.[NH4+].[Cl-]. The catalyst class is: 1. Product: [CH3:21][C:22]1[C:26]([CH:27]([OH:28])[C:2]2[O:3][C:4]3[CH:10]=[CH:9][C:8]([CH2:11][C:12]([O:14][CH3:15])=[O:13])=[CH:7][C:5]=3[CH:6]=2)=[C:25]([CH3:29])[O:24][N:23]=1. (3) Reactant: [CH2:1]([NH:8][C:9](=[O:49])[C@@H:10]([OH:48])[CH:11]([NH:19][C:20](=[O:47])[C@@H:21]([NH:32][C:33](=[O:46])[C@@H:34]([NH:36][C:37](=[O:45])[CH2:38][N:39]1[CH2:44][CH2:43][O:42][CH2:41][CH2:40]1)[CH3:35])[CH2:22][C:23]1[C:31]2[C:26](=[CH:27][CH:28]=[CH:29][CH:30]=2)[NH:25][CH:24]=1)[CH2:12][C:13]1[CH:18]=[CH:17][CH:16]=[CH:15][CH:14]=1)[C:2]1[CH:7]=[CH:6][CH:5]=[CH:4][CH:3]=1.CC(OI1(OC(C)=O)(OC(C)=O)OC(=O)C2C=CC=CC1=2)=O. The catalyst class is: 4. Product: [CH2:1]([NH:8][C:9](=[O:49])[C:10](=[O:48])[C@@H:11]([NH:19][C:20](=[O:47])[C@@H:21]([NH:32][C:33](=[O:46])[C@@H:34]([NH:36][C:37](=[O:45])[CH2:38][N:39]1[CH2:40][CH2:41][O:42][CH2:43][CH2:44]1)[CH3:35])[CH2:22][C:23]1[C:31]2[C:26](=[CH:27][CH:28]=[CH:29][CH:30]=2)[NH:25][CH:24]=1)[CH2:12][C:13]1[CH:18]=[CH:17][CH:16]=[CH:15][CH:14]=1)[C:2]1[CH:3]=[CH:4][CH:5]=[CH:6][CH:7]=1. (4) The catalyst class is: 24. Product: [Cl:24][C:21]1[CH:22]=[CH:23][C:18]([C:7]2[N:8]([CH2:11][CH:12]([OH:17])[C:13]([F:16])([F:14])[F:15])[C:9](=[O:10])[N:5]([CH2:4][C:3]([OH:25])=[O:2])[N:6]=2)=[CH:19][CH:20]=1. Reactant: C[O:2][C:3](=[O:25])[CH2:4][N:5]1[C:9](=[O:10])[N:8]([CH2:11][CH:12]([OH:17])[C:13]([F:16])([F:15])[F:14])[C:7]([C:18]2[CH:23]=[CH:22][C:21]([Cl:24])=[CH:20][CH:19]=2)=[N:6]1.[OH-].[Li+].